Task: Regression. Given a peptide amino acid sequence and an MHC pseudo amino acid sequence, predict their binding affinity value. This is MHC class I binding data.. Dataset: Peptide-MHC class I binding affinity with 185,985 pairs from IEDB/IMGT (1) The peptide sequence is GPELDVAVL. The MHC is HLA-B35:01 with pseudo-sequence HLA-B35:01. The binding affinity (normalized) is 0.0376. (2) The peptide sequence is PMAQVHQGL. The MHC is Mamu-A2601 with pseudo-sequence Mamu-A2601. The binding affinity (normalized) is 0.148. (3) The peptide sequence is FQGRGVFEL. The MHC is HLA-A02:03 with pseudo-sequence HLA-A02:03. The binding affinity (normalized) is 0.471. (4) The peptide sequence is KVTVPTNDHI. The MHC is HLA-A02:06 with pseudo-sequence HLA-A02:06. The binding affinity (normalized) is 0.243. (5) The peptide sequence is YLSKEDRIIT. The MHC is HLA-A02:06 with pseudo-sequence HLA-A02:06. The binding affinity (normalized) is 0.00246. (6) The peptide sequence is TELEPPCRF. The MHC is HLA-B44:03 with pseudo-sequence HLA-B44:03. The binding affinity (normalized) is 0.617.